This data is from Forward reaction prediction with 1.9M reactions from USPTO patents (1976-2016). The task is: Predict the product of the given reaction. (1) Given the reactants [Cl:1][C:2]1[CH:7]=[C:6]([Cl:8])[CH:5]=[CH:4][C:3]=1[C:9]1[CH:10]=[CH:11][CH:12]=[C:13]2[C:21]=1[C:20](=O)[C@H:19]1[C@@H:14]2[CH2:15][NH:16][CH2:17][CH2:18]1.[SiH](CC)(CC)CC.FC(F)(F)C(O)=O, predict the reaction product. The product is: [Cl:1][C:2]1[CH:7]=[C:6]([Cl:8])[CH:5]=[CH:4][C:3]=1[C:9]1[CH:10]=[CH:11][CH:12]=[C:13]2[C:21]=1[CH2:20][C@H:19]1[C@@H:14]2[CH2:15][NH:16][CH2:17][CH2:18]1. (2) Given the reactants [CH3:1][O:2][C:3]1[CH:4]=[C:5]([CH2:9][CH2:10][O:11][C:12]2[CH:17]=[CH:16][C:15]([CH2:18][CH2:19][C:20]([O:22]CC)=O)=[CH:14][CH:13]=2)[CH:6]=[CH:7][CH:8]=1.C(O)(=O)CC([CH2:32][C:33](O)=O)(C(O)=O)O.[NH2:38][OH:39], predict the reaction product. The product is: [CH2:32]([C:19]1[C:20]([OH:22])=[N:38][O:39][C:18]=1[C:15]1[CH:14]=[CH:13][C:12]([O:11][CH2:10][CH2:9][C:5]2[CH:6]=[CH:7][CH:8]=[C:3]([O:2][CH3:1])[CH:4]=2)=[CH:17][CH:16]=1)[CH3:33].